From a dataset of Forward reaction prediction with 1.9M reactions from USPTO patents (1976-2016). Predict the product of the given reaction. Given the reactants [NH2:1][C:2]1[CH:7]=[CH:6][CH:5]=[CH:4][N:3]=1.N1C=CC=CC=1.Cl[C:15](OC1C=CC=CC=1)=[O:16].[Cl:24][C:25]1[CH:31]=[C:30]([O:32][C:33]2[C:34]3[N:41]([CH3:42])[CH:40]=[CH:39][C:35]=3[N:36]=[CH:37][N:38]=2)[CH:29]=[CH:28][C:26]=1[NH2:27], predict the reaction product. The product is: [Cl:24][C:25]1[CH:31]=[C:30]([O:32][C:33]2[C:34]3[N:41]([CH3:42])[CH:40]=[CH:39][C:35]=3[N:36]=[CH:37][N:38]=2)[CH:29]=[CH:28][C:26]=1[NH:27][C:15]([NH:1][C:2]1[CH:7]=[CH:6][CH:5]=[CH:4][N:3]=1)=[O:16].